Dataset: Forward reaction prediction with 1.9M reactions from USPTO patents (1976-2016). Task: Predict the product of the given reaction. (1) Given the reactants [CH:1]1[C:6]([CH2:7][CH2:8][OH:9])=[CH:5][CH:4]=[C:3](Br)[CH:2]=1.[C:11](Cl)([C:24]1[CH:29]=[CH:28][CH:27]=[CH:26][CH:25]=1)([C:18]1[CH:23]=[CH:22][CH:21]=[CH:20][CH:19]=1)C1C=CC=CC=1.COC1C=CC=C([NH2:39])C=1.C(O)=O, predict the reaction product. The product is: [OH:9][CH2:8][CH2:7][C:6]1[CH:5]=[CH:4][C:3]([NH:39][C:28]2[CH:27]=[CH:26][CH:25]=[C:24]([C:11]3[CH:18]=[CH:23][CH:22]=[CH:21][C:20]=3[CH3:19])[CH:29]=2)=[CH:2][CH:1]=1. (2) Given the reactants [OH-].[Na+].[Br:3][C:4]1[CH:9]=[CH:8][C:7]([SH:10])=[CH:6][CH:5]=1.Cl[CH2:12][C:13]([OH:15])=[O:14].Cl, predict the reaction product. The product is: [Br:3][C:4]1[CH:9]=[CH:8][C:7]([S:10][CH2:12][C:13]([OH:15])=[O:14])=[CH:6][CH:5]=1. (3) Given the reactants CO.[Cl:3][C:4]1[CH:21]=[CH:20][C:7]([CH2:8][NH:9][C:10]2[CH:14]=[CH:13][NH:12][C:11]=2[C:15](OCC)=[O:16])=[C:6]([CH:22]([O:26][CH2:27][CH3:28])[O:23][CH2:24][CH3:25])[CH:5]=1.C([N:37]=[C:38]=[S:39])(=O)C1C=CC=CC=1.C([O-])([O-])=O.[Cs+].[Cs+], predict the reaction product. The product is: [Cl:3][C:4]1[CH:21]=[CH:20][C:7]([CH2:8][N:9]2[C:10]3[CH:14]=[CH:13][NH:12][C:11]=3[C:15](=[O:16])[NH:37][C:38]2=[S:39])=[C:6]([CH:22]([O:23][CH2:24][CH3:25])[O:26][CH2:27][CH3:28])[CH:5]=1. (4) Given the reactants C(O[C:6]([N:8]1[CH2:12][C:11](=[N:13][O:14][CH3:15])[CH2:10][C@H:9]1[C:16]([OH:18])=O)=[O:7])(C)(C)C.[C:19]1([C:28]2[CH:33]=[CH:32][CH:31]=[CH:30][CH:29]=2)[CH:24]=[CH:23][C:22](C(Cl)=O)=[CH:21][CH:20]=1.[NH2:34][C@H:35]1[C@H:40]2[CH2:41][C@H:37]([CH:38]=[CH:39]2)[C@H:36]1[C:42]([NH2:44])=[O:43], predict the reaction product. The product is: [NH2:44][C:42]([C@@H:36]1[C@@H:37]2[CH2:41][C@@H:40]([CH:39]=[CH:38]2)[C@@H:35]1[NH:34][C:16]([C@@H:9]1[CH2:10][C:11](=[N:13][O:14][CH3:15])[CH2:12][N:8]1[C:6]([C:31]1[CH:30]=[CH:29][C:28]([C:19]2[CH:20]=[CH:21][CH:22]=[CH:23][CH:24]=2)=[CH:33][CH:32]=1)=[O:7])=[O:18])=[O:43]. (5) Given the reactants Br[C:2]1[N:7]=[C:6]([C:8]2[N:12]([CH:13]3[CH2:18][CH2:17][O:16][CH2:15][CH2:14]3)[C:11]([CH3:19])=[N:10][CH:9]=2)[C:5]([F:20])=[CH:4][N:3]=1.[NH2:21][CH:22]1[CH2:27][CH2:26][N:25]([C:28]([O:30][C:31]([CH3:34])([CH3:33])[CH3:32])=[O:29])[CH2:24][CH2:23]1, predict the reaction product. The product is: [F:20][C:5]1[C:6]([C:8]2[N:12]([CH:13]3[CH2:18][CH2:17][O:16][CH2:15][CH2:14]3)[C:11]([CH3:19])=[N:10][CH:9]=2)=[N:7][C:2]([NH:21][CH:22]2[CH2:23][CH2:24][N:25]([C:28]([O:30][C:31]([CH3:34])([CH3:33])[CH3:32])=[O:29])[CH2:26][CH2:27]2)=[N:3][CH:4]=1. (6) Given the reactants [Br:1][C:2]1[CH:9]=[CH:8][C:5]([C:6]#[N:7])=[C:4](F)[CH:3]=1.CS(CCO)(=O)=[O:13].[H-].[Na+], predict the reaction product. The product is: [Br:1][C:2]1[CH:9]=[CH:8][C:5]([C:6]#[N:7])=[C:4]([OH:13])[CH:3]=1. (7) Given the reactants [Cl:1][C:2]1[CH:7]=[C:6]([Cl:8])[CH:5]=[C:4]([Cl:9])[C:3]=1[NH:10][C:11]([NH:13][C:14]1[C:15]([C:24]([NH:26][C:27]2([C:35]([O:37]C)=[O:36])[CH2:34][CH2:33][CH2:32][CH2:31][CH2:30][CH2:29][CH2:28]2)=[O:25])=[CH:16][C:17]2[C:22]([CH:23]=1)=[CH:21][CH:20]=[CH:19][CH:18]=2)=[O:12].Cl, predict the reaction product. The product is: [Cl:1][C:2]1[CH:7]=[C:6]([Cl:8])[CH:5]=[C:4]([Cl:9])[C:3]=1[NH:10][C:11]([NH:13][C:14]1[C:15]([C:24]([NH:26][C:27]2([C:35]([OH:37])=[O:36])[CH2:34][CH2:33][CH2:32][CH2:31][CH2:30][CH2:29][CH2:28]2)=[O:25])=[CH:16][C:17]2[C:22]([CH:23]=1)=[CH:21][CH:20]=[CH:19][CH:18]=2)=[O:12]. (8) The product is: [N:1]1[N:5]2[CH:6]=[CH:7][CH:8]=[N:9][C:4]2=[N:3][C:2]=1[CH:10]=[O:11]. Given the reactants [N:1]1[N:5]2[CH:6]=[CH:7][CH:8]=[N:9][C:4]2=[N:3][C:2]=1[CH2:10][OH:11], predict the reaction product. (9) Given the reactants [OH-].[K+].[CH2:3]([C:5]1[CH:10]=[CH:9][CH:8]=[CH:7][C:6]=1[C:11]1[C:12](=[O:20])[N:13]([CH3:19])[N:14]=[CH:15][C:16]=1[O:17]C)[CH3:4].Cl, predict the reaction product. The product is: [CH2:3]([C:5]1[CH:10]=[CH:9][CH:8]=[CH:7][C:6]=1[C:11]1[C:12](=[O:20])[N:13]([CH3:19])[N:14]=[CH:15][C:16]=1[OH:17])[CH3:4].